Task: Predict which catalyst facilitates the given reaction.. Dataset: Catalyst prediction with 721,799 reactions and 888 catalyst types from USPTO (1) Reactant: [OH:1][C:2]1[CH:10]=[C:9]([OH:11])[CH:8]=[CH:7][C:3]=1[C:4]([O-:6])=[O:5].O[CH2:13][CH2:14][NH:15][C:16](=[O:22])[O:17][C:18]([CH3:21])([CH3:20])[CH3:19].[C:23]1(P(C2C=CC=CC=2)C2C=CC=CC=2)C=CC=CC=1.N(C(OC(C)C)=O)=NC(OC(C)C)=O. Product: [C:18]([O:17][C:16]([NH:15][CH2:14][CH2:13][O:11][C:9]1[CH:8]=[CH:7][C:3]([C:4]([O:6][CH3:23])=[O:5])=[C:2]([OH:1])[CH:10]=1)=[O:22])([CH3:21])([CH3:20])[CH3:19]. The catalyst class is: 375. (2) Reactant: [OH:1][C:2]1[CH:7]=[CH:6][C:5]([CH:8]([N:10]2[C:18]3[C:13](=[CH:14][C:15]([C:19]([O:21][CH2:22][CH:23]=[CH2:24])=[O:20])=[CH:16][CH:17]=3)[C:12]([CH3:25])=[C:11]2[CH3:26])[CH3:9])=[CH:4][CH:3]=1.C1(P(C2C=CC=CC=2)C2C=CC=CC=2)C=CC=CC=1.O[C@H:47]([CH3:52])[C:48]([O:50][CH3:51])=[O:49].CC(OC(/N=N/C(OC(C)C)=O)=O)C. Product: [CH3:51][O:50][C:48](=[O:49])[C@@H:47]([O:1][C:2]1[CH:3]=[CH:4][C:5]([CH:8]([N:10]2[C:18]3[C:13](=[CH:14][C:15]([C:19]([O:21][CH2:22][CH:23]=[CH2:24])=[O:20])=[CH:16][CH:17]=3)[C:12]([CH3:25])=[C:11]2[CH3:26])[CH3:9])=[CH:6][CH:7]=1)[CH3:52]. The catalyst class is: 1. (3) Reactant: Br[C:2](Br)=[CH:3][C@H:4]1[CH2:8][CH2:7][CH2:6][N:5]1[C:9]([O:11][C:12]([CH3:15])([CH3:14])[CH3:13])=[O:10].C([Li])(CC)C.C1CCCCC1. Product: [C:3]([C@H:4]1[CH2:8][CH2:7][CH2:6][N:5]1[C:9]([O:11][C:12]([CH3:15])([CH3:14])[CH3:13])=[O:10])#[CH:2]. The catalyst class is: 1. (4) Reactant: [CH3:1][C:2]1[C:3]([NH:8][C:9]([CH:11]2[CH2:16][CH2:15][N:14](C(OCC3C=CC=CC=3)=O)[CH2:13][CH2:12]2)=[O:10])=[N:4][CH:5]=[CH:6][CH:7]=1.[H][H]. Product: [CH3:1][C:2]1[C:3]([NH:8][C:9]([CH:11]2[CH2:16][CH2:15][NH:14][CH2:13][CH2:12]2)=[O:10])=[N:4][CH:5]=[CH:6][CH:7]=1. The catalyst class is: 63. (5) Reactant: [Cl:1][C:2]1[CH:7]=[CH:6][CH:5]=[CH:4][C:3]=1[S:8]([NH:11][CH2:12][C:13]1[S:14][C:15]([C:18]2[CH:23]=[CH:22][CH:21]=[C:20]([S:24]([CH3:27])(=[O:26])=[O:25])[CH:19]=2)=[CH:16][CH:17]=1)(=[O:10])=[O:9].[H-].[Na+].[CH2:30](Br)[C:31]1[CH:36]=[CH:35][CH:34]=[CH:33][CH:32]=1. Product: [CH2:30]([N:11]([CH2:12][C:13]1[S:14][C:15]([C:18]2[CH:23]=[CH:22][CH:21]=[C:20]([S:24]([CH3:27])(=[O:26])=[O:25])[CH:19]=2)=[CH:16][CH:17]=1)[S:8]([C:3]1[CH:4]=[CH:5][CH:6]=[CH:7][C:2]=1[Cl:1])(=[O:9])=[O:10])[C:31]1[CH:36]=[CH:35][CH:34]=[CH:33][CH:32]=1. The catalyst class is: 80. (6) Reactant: C1(COC(=O)[NH:10][S:11]([NH:14][C:15]2[CH:20]=[CH:19][CH:18]=[C:17]([C:21]#[N:22])[CH:16]=2)(=[O:13])=[O:12])C=CC=CC=1.[ClH:24].O1CCOCC1. Product: [NH2:10][S:11]([NH:14][C:15]1[CH:16]=[C:17]([CH:18]=[CH:19][CH:20]=1)[CH2:21][NH2:22])(=[O:13])=[O:12].[ClH:24]. The catalyst class is: 19. (7) Product: [Cl:20][C:21]1[CH:22]=[C:23]([NH:24][C:2]2[C:11]3[C:6](=[CH:7][N:8]=[CH:9][CH:10]=3)[C:5]3=[CH:12][CH:13]=[CH:14][C:15]([C:16]([O:18][CH3:19])=[O:17])=[C:4]3[N:3]=2)[CH:25]=[CH:26][CH:27]=1. The catalyst class is: 37. Reactant: Cl[C:2]1[C:11]2[C:6](=[CH:7][N:8]=[CH:9][CH:10]=2)[C:5]2=[CH:12][CH:13]=[CH:14][C:15]([C:16]([O:18][CH3:19])=[O:17])=[C:4]2[N:3]=1.[Cl:20][C:21]1[CH:22]=[C:23]([CH:25]=[CH:26][CH:27]=1)[NH2:24].O. (8) The catalyst class is: 6. Reactant: Cl[C:2]1[C:11]2[CH2:10][CH2:9][CH2:8][CH2:7][C:6]=2[N:5]=[C:4]([NH2:12])[N:3]=1.[CH2:13]([NH2:17])[CH2:14][CH2:15][CH3:16]. Product: [NH2:12][C:4]1[N:3]=[C:2]([NH:17][CH2:13][CH2:14][CH2:15][CH3:16])[C:11]2[CH2:10][CH2:9][CH2:8][CH2:7][C:6]=2[N:5]=1.